Task: Regression/Classification. Given a drug SMILES string, predict its absorption, distribution, metabolism, or excretion properties. Task type varies by dataset: regression for continuous measurements (e.g., permeability, clearance, half-life) or binary classification for categorical outcomes (e.g., BBB penetration, CYP inhibition). Dataset: cyp2d6_veith.. Dataset: CYP2D6 inhibition data for predicting drug metabolism from PubChem BioAssay (1) The compound is O=C(COc1ccc2ccccc2c1)N1CCN(CC2CC3C=CC2C3)CC1.O=C(O)C(=O)O. The result is 1 (inhibitor). (2) The molecule is Cc1ncc(CN=Cc2ccc(Cl)cc2)c(N)n1. The result is 0 (non-inhibitor). (3) The compound is N#CC(=NCCO)C1=C(O)c2ccccc2C1=O. The result is 0 (non-inhibitor). (4) The drug is O=C(Nc1ccccc1)/C(=C\c1ccc2c(c1)OCO2)NC(=O)c1ccco1. The result is 1 (inhibitor). (5) The drug is O=S(=O)(c1ccccc1S(=O)(=O)N1CCCCC1)N1CCCCC1. The result is 0 (non-inhibitor). (6) The compound is CC/C(O)=C(\C#N)c1nnc2n1CCCCC2. The result is 0 (non-inhibitor). (7) The compound is C[C@H]1[C@H](NC(=O)/C(=N/OC(C)(C)C(=O)O)c2csc(N)n2)C(=O)N1S(=O)(=O)O. The result is 0 (non-inhibitor). (8) The compound is COc1ccc(C(=O)N2CCC[C@@]3(CCN(Cc4ccncc4)C3)C2)cc1. The result is 0 (non-inhibitor). (9) The molecule is CCOc1cc(S(=O)(=O)N(Cc2ccccc2)Cc2ccccc2)c(OCC)cc1-n1cnnn1. The result is 0 (non-inhibitor). (10) The molecule is O=C(CSc1ccccc1)Nc1ccc(NC(=O)c2ccco2)cc1. The result is 0 (non-inhibitor).